Dataset: Forward reaction prediction with 1.9M reactions from USPTO patents (1976-2016). Task: Predict the product of the given reaction. (1) The product is: [O:1]=[CH:2][C@@H:3]([C@@H:5]([C@@H:7]([CH2:9][OH:10])[OH:8])[OH:6])[OH:4]. Given the reactants [O:1]=[C:2](O)[C@H:3]([C@@H:5]([C@@H:7]([CH2:9][OH:10])[OH:8])[OH:6])[OH:4].O=C[C@@H]([C@H]([C@@H]([C@@H](CO)O)O)O)O.O=C(O)[C@@H]([C@@H]([C@@H](CO)O)O)O.O=C[C@@H]([C@@H]([C@@H]([C@@H](CO)O)O)O)O.O=C[C@H]([C@@H]([C@@H]([C@@H](CO)O)O)O)O, predict the reaction product. (2) Given the reactants [CH3:1][N:2]([CH2:4][C:5]1[CH:6]=[C:7]([OH:12])[CH:8]=[C:9]([F:11])[CH:10]=1)[CH3:3].C1(P(C2C=CC=CC=2)C2C=CC=CC=2)C=CC=CC=1.N(C(OC(C)(C)C)=O)=NC(OC(C)(C)C)=O.O[CH:49]1[CH2:54][CH2:53][N:52]([CH2:55][CH:56]([N:60]2[CH:64]=[C:63]([C:65]3[C:66]4[CH:73]=[CH:72][N:71](COCC[Si](C)(C)C)[C:67]=4[N:68]=[CH:69][N:70]=3)[CH:62]=[N:61]2)[CH2:57][C:58]#[N:59])[CH2:51][CH2:50]1.FC(F)(F)C(O)=O.C(N)CN, predict the reaction product. The product is: [CH3:3][N:2]([CH2:4][C:5]1[CH:6]=[C:7]([CH:8]=[C:9]([F:11])[CH:10]=1)[O:12][CH:49]1[CH2:50][CH2:51][N:52]([CH2:55][CH:56]([N:60]2[CH:64]=[C:63]([C:65]3[C:66]4[CH:73]=[CH:72][NH:71][C:67]=4[N:68]=[CH:69][N:70]=3)[CH:62]=[N:61]2)[CH2:57][C:58]#[N:59])[CH2:53][CH2:54]1)[CH3:1]. (3) Given the reactants [CH3:1][O:2][CH:3]([O:7][CH3:8])[C:4](=[O:6])[CH3:5].C(O)[C:10]([CH3:13])([CH3:12])[CH3:11], predict the reaction product. The product is: [CH3:11][C:10]([CH3:13])([CH3:12])[CH2:1][O:2][CH:3]([O:7][CH2:8][C:10]([CH3:13])([CH3:12])[CH3:11])[C:4](=[O:6])[CH3:5]. (4) Given the reactants C(O[C:4]([C:6]1[C:7]2[N:8]=[CH:9][CH:10]=[N:11][C:12]=2[C:13]([C:16]2[C:21]([F:22])=[C:20]([O:23][CH3:24])[CH:19]=[C:18]([O:25][CH3:26])[C:17]=2[F:27])=[CH:14][CH:15]=1)=[O:5])C.CO.C1COCC1.CO.[N+:37]([C:40]1[NH:41][CH:42]=[C:43]([CH2:45][N:46]2[CH2:51][CH2:50][NH:49][C:48](=[O:52])[CH2:47]2)[N:44]=1)([O-])=O, predict the reaction product. The product is: [O:52]=[C:48]1[NH:49][CH2:50][CH2:51][N:46]([CH2:45][C:43]2[N:44]=[C:40]([NH:37][C:4]([C:6]3[C:7]4[N:8]=[CH:9][CH:10]=[N:11][C:12]=4[C:13]([C:16]4[C:17]([F:27])=[C:18]([O:25][CH3:26])[CH:19]=[C:20]([O:23][CH3:24])[C:21]=4[F:22])=[CH:14][CH:15]=3)=[O:5])[NH:41][CH:42]=2)[CH2:47]1. (5) Given the reactants CC(C)=O.[Cl:5][C:6]1[CH:7]=[CH:8][C:9]2[N:15](CC3C=CC(OC)=CC=3OC)[C:14](=[O:27])[C@@H:13]([CH2:28][C:29]([O:31][CH2:32][CH3:33])=[O:30])[O:12][C@H:11]([C:34]3[CH:39]=[CH:38][CH:37]=[C:36]([O:40][C:41]([F:44])([F:43])[F:42])[C:35]=3[O:45][CH3:46])[C:10]=2[CH:47]=1.O, predict the reaction product. The product is: [Cl:5][C:6]1[CH:7]=[CH:8][C:9]2[NH:15][C:14](=[O:27])[C@@H:13]([CH2:28][C:29]([O:31][CH2:32][CH3:33])=[O:30])[O:12][C@H:11]([C:34]3[CH:39]=[CH:38][CH:37]=[C:36]([O:40][C:41]([F:43])([F:44])[F:42])[C:35]=3[O:45][CH3:46])[C:10]=2[CH:47]=1. (6) Given the reactants [CH:1]([C:4]1[CH:5]=[C:6]([NH:10][C:11]2[CH:12]=[N:13][N:14]([CH3:19])[C:15]=2[C:16]([OH:18])=O)[CH:7]=[CH:8][CH:9]=1)([CH3:3])[CH3:2].FC1C=C(NC2C=NN(C)C=2C(O)=O)C=CC=1, predict the reaction product. The product is: [CH:1]([C:4]1[C:5]2[C:16](=[O:18])[C:15]3[N:14]([CH3:19])[N:13]=[CH:12][C:11]=3[NH:10][C:6]=2[CH:7]=[CH:8][CH:9]=1)([CH3:2])[CH3:3]. (7) Given the reactants [CH3:1][O:2][C:3]1[CH:4]=[C:5]2[C:10](=[CH:11][C:12]=1[O:13][CH3:14])[N:9]=[CH:8][N:7]=[C:6]2[O:15][C:16]1[CH:22]=[CH:21][C:19]([NH2:20])=[C:18]([O:23][CH3:24])[CH:17]=1.C(N(CC)CC)C.ClC(Cl)(O[C:36](=[O:42])OC(Cl)(Cl)Cl)Cl.[CH2:44]([N:46]([C:50]1[CH:55]=[CH:54][CH:53]=[C:52]([CH3:56])[CH:51]=1)[CH2:47][CH2:48][NH2:49])[CH3:45], predict the reaction product. The product is: [CH3:1][O:2][C:3]1[CH:4]=[C:5]2[C:10](=[CH:11][C:12]=1[O:13][CH3:14])[N:9]=[CH:8][N:7]=[C:6]2[O:15][C:16]1[CH:22]=[CH:21][C:19]([NH:20][C:36]([NH:49][CH2:48][CH2:47][N:46]([CH2:44][CH3:45])[C:50]2[CH:55]=[CH:54][CH:53]=[C:52]([CH3:56])[CH:51]=2)=[O:42])=[C:18]([O:23][CH3:24])[CH:17]=1. (8) Given the reactants Cl[C:2]1[CH:3]=[CH:4][C:5]([C:8]2[CH:13]=[CH:12][CH:11]=[CH:10][CH:9]=2)=[N:6][CH:7]=1.O.[O-]P([O-])([O-])=O.[K+].[K+].[K+].[C:23]1(C)[CH:28]=CC=C[CH:24]=1.CC1(C)C(C)(C)OB(C(C)=C)O1, predict the reaction product. The product is: [C:8]1([C:5]2[CH:4]=[CH:3][C:2]([C:23]([CH3:28])=[CH2:24])=[CH:7][N:6]=2)[CH:13]=[CH:12][CH:11]=[CH:10][CH:9]=1. (9) Given the reactants [Br:1][C:2]1[CH:3]=[C:4]2[C:8](=[CH:9][CH:10]=1)[NH:7][N:6]=[CH:5]2.[O:11]1[CH:16]=[CH:15][CH2:14][CH2:13][CH2:12]1.CC1C=CC(S([O-])(=O)=O)=CC=1.C1C=C[NH+]=CC=1, predict the reaction product. The product is: [Br:1][C:2]1[CH:3]=[C:4]2[C:8](=[CH:9][CH:10]=1)[N:7]([CH:12]1[CH2:13][CH2:14][CH2:15][CH2:16][O:11]1)[N:6]=[CH:5]2. (10) Given the reactants [C:1]([C:5]1[CH:26]=[CH:25][C:8]([CH2:9][N:10]([CH2:22][CH2:23][OH:24])[C:11]([C:13]2[CH:14]=[CH:15][CH:16]=[C:17]3[C:21]=2[NH:20][CH:19]=[CH:18]3)=[O:12])=[CH:7][CH:6]=1)([CH3:4])([CH3:3])[CH3:2].[F:27][C:28]1[CH:29]=[C:30](O)[CH:31]=[CH:32][CH:33]=1.C1(P(C2C=CC=CC=2)C2C=CC=CC=2)C=CC=CC=1.C(OC(N=NC(OCC)=O)=O)C, predict the reaction product. The product is: [C:1]([C:5]1[CH:6]=[CH:7][C:8]([CH2:9][N:10]([CH2:22][CH2:23][O:24][C:32]2[CH:31]=[CH:30][CH:29]=[C:28]([F:27])[CH:33]=2)[C:11]([C:13]2[CH:14]=[CH:15][CH:16]=[C:17]3[C:21]=2[NH:20][CH:19]=[CH:18]3)=[O:12])=[CH:25][CH:26]=1)([CH3:4])([CH3:2])[CH3:3].